Dataset: Reaction yield outcomes from USPTO patents with 853,638 reactions. Task: Predict the reaction yield, written as a fraction of the theoretical maximum amount of product (1.0 means a 100% yield; for example, 0.34 means a 34% yield). (1) The reactants are [NH:1]1[CH:5]=[C:4]([C:6]2[C:7]3[CH:14]=[CH:13][N:12]([CH2:15][O:16][CH2:17][CH2:18][Si:19]([CH3:22])([CH3:21])[CH3:20])[C:8]=3[N:9]=[CH:10][N:11]=2)[CH:3]=[N:2]1.[C:23]1(=[O:29])[CH2:28][CH2:27][CH2:26][CH:25]=[CH:24]1.C1CCN2C(=NCCC2)CC1. The catalyst is C(#N)C. The yield is 0.980. The product is [CH3:20][Si:19]([CH3:22])([CH3:21])[CH2:18][CH2:17][O:16][CH2:15][N:12]1[C:8]2[N:9]=[CH:10][N:11]=[C:6]([C:4]3[CH:5]=[N:1][N:2]([CH:25]4[CH2:26][CH2:27][CH2:28][C:23](=[O:29])[CH2:24]4)[CH:3]=3)[C:7]=2[CH:14]=[CH:13]1. (2) The reactants are [NH2:1][C:2]1([CH2:11][C:12]([O:14]CC)=O)[CH2:10][C:9]2[C:4](=[CH:5][CH:6]=[CH:7][CH:8]=2)[CH2:3]1.[CH3:17][N:18]1[C:22]2[CH2:23][CH:24]([C:28]([O:30][CH2:31][CH3:32])=[O:29])[CH2:25][C:26](=O)[C:21]=2[N:20]=[C:19]1[CH3:33].O.C1(C)C=CC(S(O)(=O)=O)=CC=1. The catalyst is C1(C)C(C)=CC=CC=1. The product is [CH3:33][C:19]1[N:18]([CH3:17])[C:22]2[CH2:23][CH:24]([C:28]([O:30][CH2:31][CH3:32])=[O:29])[C:25]3[C:12](=[O:14])[CH2:11][C:2]4([NH:1][C:26]=3[C:21]=2[N:20]=1)[CH2:3][C:4]1[C:9](=[CH:8][CH:7]=[CH:6][CH:5]=1)[CH2:10]4. The yield is 0.210. (3) The reactants are CS(O)(=O)=O.[CH:6]1([C:9](=O)[CH2:10][C:11]#[N:12])[CH2:8][CH2:7]1.[NH2:14][C:15]1[CH:29]=[CH:28][CH:27]=[CH:26][C:16]=1[C:17]([C:19]1[CH:24]=[CH:23][C:22]([F:25])=[CH:21][CH:20]=1)=O.[OH-].[Na+]. The catalyst is O.C1CCCCC1.C1(C)C=CC=CC=1. The product is [CH:6]1([C:9]2[C:10]([C:11]#[N:12])=[C:17]([C:19]3[CH:24]=[CH:23][C:22]([F:25])=[CH:21][CH:20]=3)[C:16]3[C:15](=[CH:29][CH:28]=[CH:27][CH:26]=3)[N:14]=2)[CH2:8][CH2:7]1. The yield is 0.950. (4) The reactants are [C:1]1([SH:7])[CH:6]=[CH:5][CH:4]=[CH:3][CH:2]=1.[CH2:8]([O:15][C:16]([NH:18][C@@H:19]([CH2:25]O)[CH2:20][C:21]([O:23][CH3:24])=[O:22])=[O:17])[C:9]1[CH:14]=[CH:13][CH:12]=[CH:11][CH:10]=1.C(P(CCCC)CCCC)CCC.N(/C(N1CCCCC1)=O)=N\C(N1CCCCC1)=O. The catalyst is C1COCC1. The product is [CH2:8]([O:15][C:16]([NH:18][C@@H:19]([CH2:25][S:7][C:1]1[CH:6]=[CH:5][CH:4]=[CH:3][CH:2]=1)[CH2:20][C:21]([O:23][CH3:24])=[O:22])=[O:17])[C:9]1[CH:10]=[CH:11][CH:12]=[CH:13][CH:14]=1. The yield is 0.700. (5) The product is [CH2:1]([O:8][C:9]1[N:14]=[C:13]([C:15]([C:16]2[CH:17]=[C:18]([CH:21]=[C:22]([CH3:24])[CH:23]=2)[C:19]#[N:20])=[O:43])[C:12]([CH2:27][CH3:28])=[C:11]([O:29][CH2:30][C:31]2[CH:36]=[CH:35][CH:34]=[CH:33][CH:32]=2)[N:10]=1)[C:2]1[CH:7]=[CH:6][CH:5]=[CH:4][CH:3]=1. The reactants are [CH2:1]([O:8][C:9]1[N:14]=[C:13]([CH:15](C#N)[C:16]2[CH:17]=[C:18]([CH:21]=[C:22]([CH3:24])[CH:23]=2)[C:19]#[N:20])[C:12]([CH2:27][CH3:28])=[C:11]([O:29][CH2:30][C:31]2[CH:36]=[CH:35][CH:34]=[CH:33][CH:32]=2)[N:10]=1)[C:2]1[CH:7]=[CH:6][CH:5]=[CH:4][CH:3]=1.[H-].[Na+].CN(C=[O:43])C. The yield is 0.800. No catalyst specified.